This data is from NCI-60 drug combinations with 297,098 pairs across 59 cell lines. The task is: Regression. Given two drug SMILES strings and cell line genomic features, predict the synergy score measuring deviation from expected non-interaction effect. (1) Drug 1: CCN(CC)CCCC(C)NC1=C2C=C(C=CC2=NC3=C1C=CC(=C3)Cl)OC. Drug 2: B(C(CC(C)C)NC(=O)C(CC1=CC=CC=C1)NC(=O)C2=NC=CN=C2)(O)O. Cell line: SF-268. Synergy scores: CSS=31.5, Synergy_ZIP=-0.196, Synergy_Bliss=1.96, Synergy_Loewe=-27.5, Synergy_HSA=0.971. (2) Drug 1: CN1CCC(CC1)COC2=C(C=C3C(=C2)N=CN=C3NC4=C(C=C(C=C4)Br)F)OC. Drug 2: CCCCCOC(=O)NC1=NC(=O)N(C=C1F)C2C(C(C(O2)C)O)O. Cell line: MALME-3M. Synergy scores: CSS=8.30, Synergy_ZIP=1.20, Synergy_Bliss=7.14, Synergy_Loewe=2.03, Synergy_HSA=4.86. (3) Drug 1: C1CCC(C1)C(CC#N)N2C=C(C=N2)C3=C4C=CNC4=NC=N3. Drug 2: CC=C1C(=O)NC(C(=O)OC2CC(=O)NC(C(=O)NC(CSSCCC=C2)C(=O)N1)C(C)C)C(C)C. Cell line: MOLT-4. Synergy scores: CSS=65.5, Synergy_ZIP=2.36, Synergy_Bliss=7.19, Synergy_Loewe=-12.6, Synergy_HSA=7.93. (4) Drug 1: CCC1(CC2CC(C3=C(CCN(C2)C1)C4=CC=CC=C4N3)(C5=C(C=C6C(=C5)C78CCN9C7C(C=CC9)(C(C(C8N6C=O)(C(=O)OC)O)OC(=O)C)CC)OC)C(=O)OC)O.OS(=O)(=O)O. Cell line: NCI-H226. Synergy scores: CSS=2.89, Synergy_ZIP=-0.959, Synergy_Bliss=-0.293, Synergy_Loewe=-0.968, Synergy_HSA=-0.471. Drug 2: C1=NNC2=C1C(=O)NC=N2. (5) Drug 1: CC1=C2C(C(=O)C3(C(CC4C(C3C(C(C2(C)C)(CC1OC(=O)C(C(C5=CC=CC=C5)NC(=O)OC(C)(C)C)O)O)OC(=O)C6=CC=CC=C6)(CO4)OC(=O)C)OC)C)OC. Drug 2: CC1=C(C=C(C=C1)C(=O)NC2=CC(=CC(=C2)C(F)(F)F)N3C=C(N=C3)C)NC4=NC=CC(=N4)C5=CN=CC=C5. Cell line: SK-MEL-2. Synergy scores: CSS=51.4, Synergy_ZIP=7.70, Synergy_Bliss=10.3, Synergy_Loewe=-21.9, Synergy_HSA=9.32. (6) Drug 1: C1=CN(C(=O)N=C1N)C2C(C(C(O2)CO)O)O.Cl. Drug 2: C1=CC=C(C=C1)NC(=O)CCCCCCC(=O)NO. Cell line: CAKI-1. Synergy scores: CSS=60.8, Synergy_ZIP=0.422, Synergy_Bliss=0.715, Synergy_Loewe=2.18, Synergy_HSA=6.00.